This data is from Full USPTO retrosynthesis dataset with 1.9M reactions from patents (1976-2016). The task is: Predict the reactants needed to synthesize the given product. (1) Given the product [OH:5][C:4]1[CH:7]=[CH:8][C:1]([C:9]([CH2:11][C:12]2[CH:13]=[CH:14][C:15]([OH:16])=[CH:18][CH:19]=2)=[O:10])=[CH:2][CH:3]=1, predict the reactants needed to synthesize it. The reactants are: [C:1]1([C:9]([CH2:11][C:12]2[CH:19]=[CH:18][C:15]([O:16]C)=[CH:14][CH:13]=2)=[O:10])[CH:8]=[CH:7][C:4]([O:5]C)=[CH:3][CH:2]=1.Cl.N1C=CC=CC=1. (2) Given the product [CH:17]1([N:13]2[CH2:14][CH2:15][CH2:16][N:10]([C:8]([C:5]3[CH:4]=[N:3][C:2]([O:28][C:25]4[CH:26]=[CH:27][C:22]([F:21])=[CH:23][CH:24]=4)=[CH:7][N:6]=3)=[O:9])[CH2:11][CH2:12]2)[CH2:20][CH2:19][CH2:18]1, predict the reactants needed to synthesize it. The reactants are: Cl[C:2]1[N:3]=[CH:4][C:5]([C:8]([N:10]2[CH2:16][CH2:15][CH2:14][N:13]([CH:17]3[CH2:20][CH2:19][CH2:18]3)[CH2:12][CH2:11]2)=[O:9])=[N:6][CH:7]=1.[F:21][C:22]1[CH:27]=[CH:26][C:25]([OH:28])=[CH:24][CH:23]=1.C([O-])([O-])=O.[Cs+].[Cs+]. (3) Given the product [F:18][C:15]1[CH:16]=[CH:17][C:12]([N:8]2[C:9]3[C:4](=[CH:3][C:2]([OH:25])=[CH:11][CH:10]=3)[C:5](=[O:24])[C:6]([C:19]([OH:21])=[O:20])=[CH:7]2)=[CH:13][CH:14]=1, predict the reactants needed to synthesize it. The reactants are: Br[C:2]1[CH:3]=[C:4]2[C:9](=[CH:10][CH:11]=1)[N:8]([C:12]1[CH:17]=[CH:16][C:15]([F:18])=[CH:14][CH:13]=1)[CH:7]=[C:6]([C:19]([O:21]CC)=[O:20])[C:5]2=[O:24].[OH-:25].[K+].C(P(C(C)(C)C)C1C=CC=CC=1C1C(C(C)C)=CC(C(C)C)=CC=1C(C)C)(C)(C)C.Cl. (4) Given the product [CH3:1][CH:2]1[N:7]([C:10]2[CH:11]=[CH:12][C:13]([N+:20]([O-:22])=[O:21])=[C:14]([C:16]([F:17])([F:19])[F:18])[CH:15]=2)[CH2:6][CH2:5][NH:4][C:3]1=[O:8], predict the reactants needed to synthesize it. The reactants are: [CH3:1][CH:2]1[NH:7][CH2:6][CH2:5][NH:4][C:3]1=[O:8].F[C:10]1[CH:11]=[CH:12][C:13]([N+:20]([O-:22])=[O:21])=[C:14]([C:16]([F:19])([F:18])[F:17])[CH:15]=1.C(N(CC)C(C)C)(C)C.